Dataset: HIV replication inhibition screening data with 41,000+ compounds from the AIDS Antiviral Screen. Task: Binary Classification. Given a drug SMILES string, predict its activity (active/inactive) in a high-throughput screening assay against a specified biological target. The molecule is Br.CN(C)c1nc(=NCc2cccnc2)ss1. The result is 0 (inactive).